From a dataset of Full USPTO retrosynthesis dataset with 1.9M reactions from patents (1976-2016). Predict the reactants needed to synthesize the given product. (1) Given the product [OH:22][CH2:2][CH2:3][O:4][C:5]1[C:14]([C:15]([OH:17])=[O:16])=[CH:13][C:12]2[C:7](=[CH:8][CH:9]=[CH:10][CH:11]=2)[N:6]=1, predict the reactants needed to synthesize it. The reactants are: F[CH2:2][CH2:3][O:4][C:5]1[C:14]([C:15]([O:17]CCF)=[O:16])=[CH:13][C:12]2[C:7](=[CH:8][CH:9]=[CH:10][CH:11]=2)[N:6]=1.[Li+].[OH-:22]. (2) Given the product [CH2:16]([O:15][C:13]([C:8]1[CH:9]=[C:10]([O:12][CH2:34][CH2:33][CH2:32][CH2:31][CH2:30][CH2:29][CH2:28][CH2:27][CH2:26][CH2:25][CH2:24][CH2:23][CH2:22][CH2:21][CH2:20][CH3:19])[CH:11]=[C:6]([C:4]([O:3][CH2:1][CH3:2])=[O:5])[CH:7]=1)=[O:14])[CH3:17], predict the reactants needed to synthesize it. The reactants are: [CH2:1]([O:3][C:4]([C:6]1[CH:11]=[C:10]([OH:12])[CH:9]=[C:8]([C:13]([O:15][CH2:16][CH3:17])=[O:14])[CH:7]=1)=[O:5])[CH3:2].Br[CH2:19][CH2:20][CH2:21][CH2:22][CH2:23][CH2:24][CH2:25][CH2:26][CH2:27][CH2:28][CH2:29][CH2:30][CH2:31][CH2:32][CH2:33][CH3:34].CC(C)=O.C(=O)([O-])[O-].[K+].[K+]. (3) Given the product [C:20]([C:2]1[CH:3]=[N:4][C:5]([O:12][C:13]2[CH:18]=[CH:17][C:16]([F:19])=[CH:15][CH:14]=2)=[C:6]([CH:11]=1)[C:7]([O:9][CH3:10])=[O:8])#[N:21], predict the reactants needed to synthesize it. The reactants are: Br[C:2]1[CH:3]=[N:4][C:5]([O:12][C:13]2[CH:18]=[CH:17][C:16]([F:19])=[CH:15][CH:14]=2)=[C:6]([CH:11]=1)[C:7]([O:9][CH3:10])=[O:8].[C-:20]#[N:21].[Na+]. (4) Given the product [F:17][C:18]1[CH:19]=[C:20]([C:24]#[C:25][C:2]2[CH:3]=[CH:4][C:5]([C:8]3[N:12]([CH3:13])[C:11](=[O:14])[C:10]([CH3:16])([CH3:15])[N:9]=3)=[N:6][CH:7]=2)[CH:21]=[CH:22][CH:23]=1, predict the reactants needed to synthesize it. The reactants are: Br[C:2]1[CH:3]=[CH:4][C:5]([C:8]2[N:12]([CH3:13])[C:11](=[O:14])[C:10]([CH3:16])([CH3:15])[N:9]=2)=[N:6][CH:7]=1.[F:17][C:18]1[CH:19]=[C:20]([C:24]#[CH:25])[CH:21]=[CH:22][CH:23]=1.C(N(CC)CC)C. (5) Given the product [Cl:5][C:6]1[S:7][C:8]2[CH:14]=[CH:13][CH:12]=[C:11]([N+:1]([O-:4])=[O:2])[C:9]=2[N:10]=1.[Cl:5][C:6]1[S:7][C:8]2[CH:14]=[C:13]([N+:1]([O-:3])=[O:2])[CH:12]=[CH:11][C:9]=2[N:10]=1.[Cl:5][C:6]1[S:7][C:8]2[C:14]([N+:1]([O-:4])=[O:2])=[CH:13][CH:12]=[CH:11][C:9]=2[N:10]=1, predict the reactants needed to synthesize it. The reactants are: [N+:1]([O-:4])([OH:3])=[O:2].[Cl:5][C:6]1[S:7][C:8]2[CH:14]=[CH:13][CH:12]=[CH:11][C:9]=2[N:10]=1. (6) Given the product [C:26]([NH:22][C:17]1[CH:18]=[CH:19][CH:20]=[CH:21][C:16]=1[O:15][C:12]1[CH:13]=[CH:14][C:6]([NH:5][C:1]([CH:2]2[CH2:3][CH2:32]2)=[O:4])=[C:7]([CH:11]=1)[C:8]([OH:10])=[O:9])(=[O:30])[CH2:27][CH2:28][CH3:29], predict the reactants needed to synthesize it. The reactants are: [C:1]([NH:5][C:6]1[CH:14]=[CH:13][C:12]([O:15][C:16]2[CH:21]=[CH:20][CH:19]=[CH:18][C:17]=2[NH:22]CCC)=[CH:11][C:7]=1[C:8]([OH:10])=[O:9])(=[O:4])[CH2:2][CH3:3].[C:26](Cl)(=[O:30])[CH2:27][CH2:28][CH3:29].[CH2:32](Cl)Cl. (7) The reactants are: [F:1][C:2]([F:33])([F:32])[C:3]1[CH:4]=[C:5]([CH:25]=[C:26]([C:28]([F:31])([F:30])[F:29])[CH:27]=1)[CH2:6][N:7]([CH3:24])[C:8](=[O:23])[C:9]1[C:14]([C:15]2[CH:20]=[CH:19][CH:18]=[CH:17][C:16]=2[CH3:21])=[CH:13][C:12](I)=[N:11][CH:10]=1.[CH3:34][O:35][C:36]([C:38]1[CH:43]=[CH:42][C:41](B(O)O)=[CH:40][CH:39]=1)=[O:37].P([O-])([O-])([O-])=O.[K+].[K+].[K+].P(OC)(OC)OC. Given the product [CH3:34][O:35][C:36](=[O:37])[C:38]1[CH:43]=[CH:42][C:41]([C:12]2[CH:13]=[C:14]([C:15]3[CH:20]=[CH:19][CH:18]=[CH:17][C:16]=3[CH3:21])[C:9]([C:8](=[O:23])[N:7]([CH2:6][C:5]3[CH:4]=[C:3]([C:2]([F:1])([F:32])[F:33])[CH:27]=[C:26]([C:28]([F:29])([F:31])[F:30])[CH:25]=3)[CH3:24])=[CH:10][N:11]=2)=[CH:40][CH:39]=1, predict the reactants needed to synthesize it. (8) Given the product [Si:1]([O:8][CH2:9][CH2:10][CH2:11][C:12](=[S:54])[NH:14][CH2:15][C:16]1[N:17]=[C:18]2[CH:24]=[C:23]([C:25]3[C:33]4[C:28](=[CH:29][CH:30]=[C:31]([O:34][CH3:35])[CH:32]=4)[N:27]([CH3:36])[CH:26]=3)[N:22]([CH2:37][O:38][CH2:39][CH2:40][Si:41]([CH3:44])([CH3:43])[CH3:42])[C:19]2=[N:20][CH:21]=1)([C:4]([CH3:7])([CH3:6])[CH3:5])([CH3:3])[CH3:2], predict the reactants needed to synthesize it. The reactants are: [Si:1]([O:8][CH2:9][CH2:10][CH2:11][C:12]([NH:14][CH2:15][C:16]1[N:17]=[C:18]2[CH:24]=[C:23]([C:25]3[C:33]4[C:28](=[CH:29][CH:30]=[C:31]([O:34][CH3:35])[CH:32]=4)[N:27]([CH3:36])[CH:26]=3)[N:22]([CH2:37][O:38][CH2:39][CH2:40][Si:41]([CH3:44])([CH3:43])[CH3:42])[C:19]2=[N:20][CH:21]=1)=O)([C:4]([CH3:7])([CH3:6])[CH3:5])([CH3:3])[CH3:2].COC1C=CC(P2(SP(C3C=CC(OC)=CC=3)(=S)S2)=[S:54])=CC=1. (9) Given the product [CH3:20][N:21]([CH3:23])[CH:22]=[CH:1][C:2]1[C:7]([N+:8]([O-:10])=[O:9])=[CH:6][N:5]=[C:4]([O:11][C:12]2[CH:13]=[CH:14][CH:15]=[CH:16][CH:17]=2)[CH:3]=1, predict the reactants needed to synthesize it. The reactants are: [CH3:1][C:2]1[C:7]([N+:8]([O-:10])=[O:9])=[CH:6][N:5]=[C:4]([O:11][C:12]2[CH:17]=[CH:16][CH:15]=[CH:14][CH:13]=2)[CH:3]=1.CO[CH:20](OC)[N:21]([CH3:23])[CH3:22]. (10) The reactants are: N[C:2]1[CH:3]=[C:4]([Cl:21])[C:5]([N:8]([CH2:10][C:11]2[CH:12]=[C:13]([CH:18]=[CH:19][CH:20]=2)[C:14]([O:16][CH3:17])=[O:15])[CH3:9])=[N:6][CH:7]=1.C(ON=O)CC(C)C.[IH:30]. Given the product [Cl:21][C:4]1[C:5]([N:8]([CH2:10][C:11]2[CH:12]=[C:13]([CH:18]=[CH:19][CH:20]=2)[C:14]([O:16][CH3:17])=[O:15])[CH3:9])=[N:6][CH:7]=[C:2]([I:30])[CH:3]=1, predict the reactants needed to synthesize it.